From a dataset of Reaction yield outcomes from USPTO patents with 853,638 reactions. Predict the reaction yield, written as a fraction of the theoretical maximum amount of product (1.0 means a 100% yield; for example, 0.34 means a 34% yield). (1) The reactants are Br.Br[CH2:3][C:4]1[S:8][CH:7]=[N:6][C:5]=1[CH3:9].[SH:10][C:11]1[N:16]=[C:15]([OH:17])[CH:14]=[C:13]([C:18]([F:21])([F:20])[F:19])[N:12]=1.C(N(CC)CC)C. The catalyst is C(O)C. The product is [CH3:9][C:5]1[N:6]=[CH:7][S:8][C:4]=1[CH2:3][S:10][C:11]1[N:16]=[C:15]([OH:17])[CH:14]=[C:13]([C:18]([F:21])([F:19])[F:20])[N:12]=1. The yield is 0.450. (2) The reactants are Cl[C:2]1[CH:7]=[C:6]([CH:8]2[CH2:10][CH2:9]2)[N:5]=[C:4]([C:11]2[CH:16]=[CH:15][CH:14]=[C:13]([Cl:17])[CH:12]=2)[N:3]=1.[NH2:18][C:19]1[CH:27]=[CH:26][C:22]([CH2:23][CH2:24][OH:25])=[CH:21][CH:20]=1. The catalyst is CN1C(=O)CCC1.O. The product is [Cl:17][C:13]1[CH:12]=[C:11]([C:4]2[N:3]=[C:2]([NH:18][C:19]3[CH:27]=[CH:26][C:22]([CH2:23][CH2:24][OH:25])=[CH:21][CH:20]=3)[CH:7]=[C:6]([CH:8]3[CH2:10][CH2:9]3)[N:5]=2)[CH:16]=[CH:15][CH:14]=1. The yield is 0.730. (3) The reactants are [CH3:1][CH2:2][CH2:3][CH2:4][Sn:5]([CH2:10][CH2:11][CH2:12][CH3:13])[CH2:6][CH2:7][CH2:8][CH3:9].[CH3:13][CH2:12][CH2:11][CH2:10][Sn:5]([CH2:6][CH2:7][CH2:8][CH3:9])[CH2:4][CH2:3][CH2:2][CH3:1]. The catalyst is C1C=CC([P]([Pd]([P](C2C=CC=CC=2)(C2C=CC=CC=2)C2C=CC=CC=2)([P](C2C=CC=CC=2)(C2C=CC=CC=2)C2C=CC=CC=2)[P](C2C=CC=CC=2)(C2C=CC=CC=2)C2C=CC=CC=2)(C2C=CC=CC=2)C2C=CC=CC=2)=CC=1.C1(C)C=CC=CC=1.C(#N)C. The product is [CH2:10]([Sn:5]([CH2:4][CH2:3][CH2:2][CH3:1])[CH2:6][CH2:7][CH2:8][CH3:9])[CH2:11][CH2:12][CH3:13]. The yield is 0.0420. (4) The reactants are Br[C:2]1[CH:7]=[CH:6][C:5]([C:8]2[N:12]([CH2:13][CH:14]3[CH2:17][N:16]([C:18]([CH:20]4[CH2:22][CH2:21]4)=[O:19])[CH2:15]3)[CH:11]=[N:10][N:9]=2)=[C:4]([F:23])[CH:3]=1.CC1(C)C(C)(C)OB([C:32]2[CH:41]=[C:40]3[C:35]([CH:36]=[CH:37][CH:38]=[N:39]3)=[CH:34][CH:33]=2)O1. The catalyst is O1CCOCC1.C([O-])([O-])=O.[K+].[K+].C1C=CC(P(C2C=CC=CC=2)[C-]2C=CC=C2)=CC=1.C1C=CC(P(C2C=CC=CC=2)[C-]2C=CC=C2)=CC=1.Cl[Pd]Cl.[Fe+2]. The product is [CH:20]1([C:18]([N:16]2[CH2:17][CH:14]([CH2:13][N:12]3[CH:11]=[N:10][N:9]=[C:8]3[C:5]3[CH:6]=[CH:7][C:2]([C:32]4[CH:41]=[C:40]5[C:35]([CH:36]=[CH:37][CH:38]=[N:39]5)=[CH:34][CH:33]=4)=[CH:3][C:4]=3[F:23])[CH2:15]2)=[O:19])[CH2:22][CH2:21]1. The yield is 0.250. (5) The reactants are C([SiH]([CH2:6][CH3:7])CC)C.FC(F)(F)C(O)=O.C([S:34][C@H:35]1[CH2:38][C@H:37]([N:39]2C[CH2:43][CH2:42][CH2:41][CH2:40]2)[CH2:36]1)(C1C=CC=CC=1)(C1C=CC=CC=1)C1C=CC=CC=1. The catalyst is ClCCl. The product is [CH2:40]([N:39]([CH2:6][CH3:7])[C@H:37]1[CH2:38][C@H:35]([SH:34])[CH2:36]1)[CH2:41][CH2:42][CH3:43]. The yield is 0.450. (6) The reactants are [CH3:1][C:2]1[C:6]2[CH:7]=[CH:8][CH:9]=[CH:10][C:5]=2[O:4][C:3]=1[C:11]([OH:13])=O.[CH3:14][NH:15][C:16]1[S:17][CH:18]=[CH:19][N:20]=1.CN(C(ON1N=NC2C=CC=NC1=2)=[N+](C)C)C.F[P-](F)(F)(F)(F)F.CCN(C(C)C)C(C)C. The catalyst is CN(C=O)C.CCOC(C)=O.Cl. The product is [CH3:14][N:15]([C:16]1[S:17][CH:18]=[CH:19][N:20]=1)[C:11]([C:3]1[O:4][C:5]2[CH:10]=[CH:9][CH:8]=[CH:7][C:6]=2[C:2]=1[CH3:1])=[O:13]. The yield is 0.820. (7) The reactants are C([O:8][C:9]1[CH:10]=[C:11]2[C:17]3([CH2:22][CH2:21][N:20]([C:23]([O:25][C:26]([CH3:29])([CH3:28])[CH3:27])=[O:24])[CH2:19][CH2:18]3)[CH2:16][N:15]([C:30]3[C:31]4[C@H:38]([CH3:39])[CH2:37][CH2:36][C:32]=4[N:33]=[CH:34][N:35]=3)[C:12]2=[CH:13][CH:14]=1)C1C=CC=CC=1. The catalyst is CO.[Pd]. The product is [OH:8][C:9]1[CH:10]=[C:11]2[C:17]3([CH2:22][CH2:21][N:20]([C:23]([O:25][C:26]([CH3:27])([CH3:28])[CH3:29])=[O:24])[CH2:19][CH2:18]3)[CH2:16][N:15]([C:30]3[C:31]4[C@H:38]([CH3:39])[CH2:37][CH2:36][C:32]=4[N:33]=[CH:34][N:35]=3)[C:12]2=[CH:13][CH:14]=1. The yield is 0.600. (8) The reactants are C[N:2](C)[CH:3]=[CH:4][C:5]([C:7]1[C:12](=[O:13])[CH:11]=[CH:10][N:9]([C:14]2[CH:19]=[CH:18][CH:17]=[C:16]([C:20]([F:23])([F:22])[F:21])[CH:15]=2)[N:8]=1)=O.Cl.[CH:26]1([CH2:29][NH:30]N)[CH2:28][CH2:27]1.CCN(CC)CC.Cl. The catalyst is CO. The product is [CH:26]1([CH2:29][N:30]2[C:5]([C:7]3[C:12](=[O:13])[CH:11]=[CH:10][N:9]([C:14]4[CH:19]=[CH:18][CH:17]=[C:16]([C:20]([F:23])([F:22])[F:21])[CH:15]=4)[N:8]=3)=[CH:4][CH:3]=[N:2]2)[CH2:28][CH2:27]1. The yield is 0.440. (9) The reactants are CC[N:3](C(C)C)C(C)C.[NH:10]1[C:18]2[C:13](=[CH:14][CH:15]=[CH:16][CH:17]=2)[C:12]([C:19]([OH:21])=O)=[N:11]1.CN(C(ON1N=NC2C=CC=CC1=2)=[N+](C)C)C.F[P-](F)(F)(F)(F)F.[C:46]12(N)[CH2:55][CH:50]3[CH2:51][CH:52]([CH2:54][CH:48]([CH2:49]3)[CH2:47]1)[CH2:53]2. The catalyst is CN(C=O)C. The product is [C:46]12([N:10]3[C:18]4[C:13](=[CH:14][CH:15]=[CH:16][CH:17]=4)[C:12]([C:19]([NH2:3])=[O:21])=[N:11]3)[CH2:55][CH:50]3[CH2:49][CH:48]([CH2:54][CH:52]([CH2:51]3)[CH2:53]1)[CH2:47]2. The yield is 0.340. (10) The reactants are [Cl:1][C:2]1[C:11]2[C:6](=[CH:7][CH:8]=[CH:9][CH:10]=2)[CH:5]=[CH:4][C:3]=1[O:12][CH:13]([CH3:16])[CH2:14][NH2:15].[Cl:17][C:18]1[S:22][C:21]([CH:23]=O)=[CH:20][CH:19]=1. No catalyst specified. The yield is 0.690. The product is [Cl:1][C:2]1[C:11]2[C:6](=[CH:7][CH:8]=[CH:9][CH:10]=2)[CH:5]=[CH:4][C:3]=1[O:12][CH:13]([CH3:16])[CH2:14][NH:15][CH2:23][C:21]1[S:22][C:18]([Cl:17])=[CH:19][CH:20]=1.